This data is from Forward reaction prediction with 1.9M reactions from USPTO patents (1976-2016). The task is: Predict the product of the given reaction. (1) Given the reactants C([N:8]1[CH2:16][C:15]2[C:10](=[CH:11][CH:12]=[C:13]([F:17])[CH:14]=2)[CH2:9]1)C1C=CC=CC=1.[H][H].CC(C)=O.[ClH:24], predict the reaction product. The product is: [ClH:24].[F:17][C:13]1[CH:14]=[C:15]2[C:10](=[CH:11][CH:12]=1)[CH2:9][NH:8][CH2:16]2. (2) Given the reactants Br[CH2:2][CH2:3][CH2:4][CH2:5][CH2:6][C:7]([O:9][CH2:10][CH3:11])=[O:8].[NH2:12][C:13]1[CH:25]=[CH:24][C:16]([C:17]([O:19][C:20]([CH3:23])([CH3:22])[CH3:21])=[O:18])=[CH:15][CH:14]=1.C(N(CC)C(C)C)(C)C.[I-].[K+].C(=O)([O-])O.[Na+], predict the reaction product. The product is: [CH2:10]([O:9][C:7](=[O:8])[CH2:6][CH2:5][CH2:4][CH2:3][CH2:2][NH:12][C:13]1[CH:25]=[CH:24][C:16]([C:17]([O:19][C:20]([CH3:21])([CH3:22])[CH3:23])=[O:18])=[CH:15][CH:14]=1)[CH3:11]. (3) Given the reactants CO[C:3]([C:5]1[C:13]([Cl:14])=[C:12]2[C:8]([CH:9]=[CH:10][NH:11]2)=[CH:7][CH:6]=1)=[O:4].CO[C:17]([C:19]1[C:27](C)=[C:26]2[C:22](C=CN2)=[CH:21][CH:20]=1)=O, predict the reaction product. The product is: [CH2:17]([N:11]1[C:12]2[C:8](=[CH:7][CH:6]=[C:5]([CH2:3][OH:4])[C:13]=2[Cl:14])[CH:9]=[CH:10]1)[C:19]1[CH:27]=[CH:26][CH:22]=[CH:21][CH:20]=1. (4) Given the reactants [C:1]([O:5][C:6]([N:8]1[C@H:13]([CH3:14])[CH2:12][CH2:11][C@@H:10]([C:15]([OH:17])=[O:16])[CH2:9]1)=[O:7])([CH3:4])([CH3:3])[CH3:2].C(N(CC)CC)C.ClC(OC)=O.C[O-].[Na+], predict the reaction product. The product is: [C:1]([O:5][C:6]([N:8]1[C@H:13]([CH3:14])[CH2:12][CH2:11][C@H:10]([C:15]([OH:17])=[O:16])[CH2:9]1)=[O:7])([CH3:2])([CH3:3])[CH3:4]. (5) Given the reactants C[Si]([N-][Si](C)(C)C)(C)C.[Na+].[Cl:11][C:12]1[N:17]=[C:16]([Cl:18])[CH:15]=[C:14](Cl)[N:13]=1.[NH2:20][C:21]1[CH:26]=[CH:25][CH:24]=[CH:23][N:22]=1, predict the reaction product. The product is: [Cl:11][C:12]1[N:13]=[C:14]([NH:20][C:21]2[CH:26]=[CH:25][CH:24]=[CH:23][N:22]=2)[CH:15]=[C:16]([Cl:18])[N:17]=1. (6) Given the reactants [H][H].[F:3][C:4]1[CH:14]=[C:13]([N+:15]([O-])=O)[CH:12]=[CH:11][C:5]=1[C:6]([O:8][CH2:9][CH3:10])=[O:7], predict the reaction product. The product is: [NH2:15][C:13]1[CH:12]=[CH:11][C:5]([C:6]([O:8][CH2:9][CH3:10])=[O:7])=[C:4]([F:3])[CH:14]=1. (7) Given the reactants [CH2:1]=O.[CH3:3][NH:4][C:5]1([C:15]2[CH:16]=[N:17][CH:18]=[CH:19][CH:20]=2)[CH2:14][CH2:13][C:8]2([O:12][CH2:11][CH2:10][O:9]2)[CH2:7][CH2:6]1.[H][H], predict the reaction product. The product is: [CH3:3][N:4]([CH3:1])[C:5]1([C:15]2[CH:16]=[N:17][CH:18]=[CH:19][CH:20]=2)[CH2:14][CH2:13][C:8]2([O:9][CH2:10][CH2:11][O:12]2)[CH2:7][CH2:6]1. (8) Given the reactants [F:1][C:2]([F:31])([F:30])[C:3]1[CH:4]=[C:5]([C:13]2[N:17]=[CH:16][N:15](/[CH:18]=[CH:19]\[C:20]([N:22]3[CH2:25][CH:24]([C:26]([O:28]C)=[O:27])[CH2:23]3)=[O:21])[N:14]=2)[CH:6]=[C:7]([C:9]([F:12])([F:11])[F:10])[CH:8]=1.O.[Li+].[OH-], predict the reaction product. The product is: [F:12][C:9]([F:10])([F:11])[C:7]1[CH:6]=[C:5]([C:13]2[N:17]=[CH:16][N:15](/[CH:18]=[CH:19]\[C:20]([N:22]3[CH2:23][CH:24]([C:26]([OH:28])=[O:27])[CH2:25]3)=[O:21])[N:14]=2)[CH:4]=[C:3]([C:2]([F:1])([F:30])[F:31])[CH:8]=1. (9) Given the reactants Br[C:2]1[CH:7]=[CH:6][C:5]([OH:8])=[CH:4][C:3]=1[CH2:9][N:10]([CH3:12])[CH3:11].C([Li])(C)(C)C.[B:18](OC(C)C)([O:23]C(C)C)[O:19]C(C)C.[NH4+].[Cl-], predict the reaction product. The product is: [CH3:11][N:10]([CH2:9][C:3]1[CH:4]=[C:5]([OH:8])[CH:6]=[CH:7][C:2]=1[B:18]([OH:23])[OH:19])[CH3:12].